From a dataset of NCI-60 drug combinations with 297,098 pairs across 59 cell lines. Regression. Given two drug SMILES strings and cell line genomic features, predict the synergy score measuring deviation from expected non-interaction effect. (1) Drug 1: C1=CC=C(C=C1)NC(=O)CCCCCCC(=O)NO. Drug 2: CC1=C(C(=O)C2=C(C1=O)N3CC4C(C3(C2COC(=O)N)OC)N4)N. Cell line: RXF 393. Synergy scores: CSS=8.11, Synergy_ZIP=-1.31, Synergy_Bliss=2.08, Synergy_Loewe=1.88, Synergy_HSA=1.32. (2) Synergy scores: CSS=46.0, Synergy_ZIP=0.306, Synergy_Bliss=2.73, Synergy_Loewe=-27.1, Synergy_HSA=2.84. Drug 2: C1=NNC2=C1C(=O)NC=N2. Drug 1: CCC1=CC2CC(C3=C(CN(C2)C1)C4=CC=CC=C4N3)(C5=C(C=C6C(=C5)C78CCN9C7C(C=CC9)(C(C(C8N6C)(C(=O)OC)O)OC(=O)C)CC)OC)C(=O)OC.C(C(C(=O)O)O)(C(=O)O)O. Cell line: A549. (3) Drug 1: C1CCC(C(C1)N)N.C(=O)(C(=O)[O-])[O-].[Pt+4]. Drug 2: CC1C(C(CC(O1)OC2CC(CC3=C2C(=C4C(=C3O)C(=O)C5=CC=CC=C5C4=O)O)(C(=O)C)O)N)O. Cell line: UO-31. Synergy scores: CSS=56.6, Synergy_ZIP=-2.16, Synergy_Bliss=3.47, Synergy_Loewe=3.55, Synergy_HSA=5.38. (4) Drug 1: C1CCN(CC1)CCOC2=CC=C(C=C2)C(=O)C3=C(SC4=C3C=CC(=C4)O)C5=CC=C(C=C5)O. Drug 2: C1CC(C1)(C(=O)O)C(=O)O.[NH2-].[NH2-].[Pt+2]. Cell line: SW-620. Synergy scores: CSS=21.9, Synergy_ZIP=-4.42, Synergy_Bliss=2.54, Synergy_Loewe=0.0576, Synergy_HSA=-1.18.